Task: Predict which catalyst facilitates the given reaction.. Dataset: Catalyst prediction with 721,799 reactions and 888 catalyst types from USPTO (1) Reactant: [CH2:1]([O:8][CH2:9][CH2:10][CH2:11][O:12][C:13]1[CH:18]=[CH:17][C:16]([CH:19]2[CH2:24][CH2:23][N:22](C([O-])=O)[CH2:21][CH:20]2[C:28](=[O:40])[CH2:29][C:30]2[CH:39]=[CH:38][C:37]3[C:32](=[CH:33][CH:34]=[CH:35][CH:36]=3)[CH:31]=2)=[CH:15][CH:14]=1)[C:2]1[CH:7]=[CH:6][CH:5]=[CH:4][CH:3]=1.[ClH:41]. Product: [ClH:41].[CH2:1]([O:8][CH2:9][CH2:10][CH2:11][O:12][C:13]1[CH:14]=[CH:15][C:16]([CH:19]2[CH2:24][CH2:23][NH:22][CH2:21][CH:20]2[C:28](=[O:40])[CH2:29][C:30]2[CH:39]=[CH:38][C:37]3[C:32](=[CH:33][CH:34]=[CH:35][CH:36]=3)[CH:31]=2)=[CH:17][CH:18]=1)[C:2]1[CH:3]=[CH:4][CH:5]=[CH:6][CH:7]=1. The catalyst class is: 5. (2) Reactant: CCN(C(C)C)C(C)C.[F:10][C:11]([F:28])([F:27])[O:12][C:13]1[CH:14]=[CH:15][CH:16]=[C:17]2[C:22]=1[O:21][C:20](=[O:23])[C:19]([C:24]([OH:26])=O)=[CH:18]2.CN(C(ON1N=NC2C=CC=NC1=2)=[N+](C)C)C.F[P-](F)(F)(F)(F)F.[F:53][C:54]([F:70])([F:69])[O:55][C:56]1[CH:61]=[CH:60][CH:59]=[CH:58][C:57]=1[C:62]1[CH:67]=[CH:66][CH:65]=[C:64]([NH2:68])[CH:63]=1. Product: [F:53][C:54]([F:69])([F:70])[O:55][C:56]1[CH:61]=[CH:60][CH:59]=[CH:58][C:57]=1[C:62]1[CH:67]=[CH:66][CH:65]=[C:64]([NH:68][C:24]([C:19]2[C:20](=[O:23])[O:21][C:22]3[C:17]([CH:18]=2)=[CH:16][CH:15]=[CH:14][C:13]=3[O:12][C:11]([F:10])([F:28])[F:27])=[O:26])[CH:63]=1. The catalyst class is: 3. (3) Reactant: [F:1][C:2]([F:13])([F:12])[O:3][C:4]1[CH:11]=[CH:10][C:7]([CH2:8][NH2:9])=[CH:6][CH:5]=1.C[O:15][C:16](=O)[C:17]1[C:22]([I:23])=[CH:21][C:20]([F:24])=[CH:19][C:18]=1[CH2:25]Br.C([O-])([O-])=O.[K+].[K+]. Product: [F:24][C:20]1[CH:19]=[C:18]2[C:17](=[C:22]([I:23])[CH:21]=1)[C:16](=[O:15])[N:9]([CH2:8][C:7]1[CH:10]=[CH:11][C:4]([O:3][C:2]([F:12])([F:13])[F:1])=[CH:5][CH:6]=1)[CH2:25]2. The catalyst class is: 11. (4) Reactant: [C:1]([O:10]C)(=O)[C:2]1[C:3](=[CH:5][CH:6]=[CH:7][CH:8]=1)[SH:4].[C:12]([C:14]1[CH:19]=[CH:18][CH:17]=[C:16]([S:20][CH3:21])[N:15]=1)#[N:13].C(N(CC)CC)C. Product: [CH3:21][S:20][C:16]1[N:15]=[C:14]([C:12]2[S:4][C:3]3[CH:5]=[CH:6][CH:7]=[CH:8][C:2]=3[C:1](=[O:10])[N:13]=2)[CH:19]=[CH:18][CH:17]=1. The catalyst class is: 11. (5) Reactant: [CH3:1][C:2]1([C:23]([OH:25])=O)[CH2:7][CH2:6][CH2:5][N:4]([CH2:8][C:9]2[CH:14]=[CH:13][CH:12]=[C:11]([O:15][C:16]3[CH:21]=[CH:20][CH:19]=[CH:18][CH:17]=3)[CH:10]=2)[C:3]1=[O:22].[NH2:26][CH2:27][C:28]1[CH:33]=[CH:32][CH:31]=[CH:30][N:29]=1.C(N(CC)CC)C. Product: [N:29]1[CH:30]=[CH:31][CH:32]=[CH:33][C:28]=1[CH2:27][NH:26][C:23]([C:2]1([CH3:1])[CH2:7][CH2:6][CH2:5][N:4]([CH2:8][C:9]2[CH:14]=[CH:13][CH:12]=[C:11]([O:15][C:16]3[CH:17]=[CH:18][CH:19]=[CH:20][CH:21]=3)[CH:10]=2)[C:3]1=[O:22])=[O:25]. The catalyst class is: 4. (6) Reactant: C([O:3][C:4](=[O:14])[C:5](=[C:7]1[CH2:12][C@@H:11]2[C@@H:9]([CH2:10]2)[C:8]1=O)[O-])C.[NH:15]([C:17]1[CH:22]=[N:21][CH:20]=[CH:19][N:18]=1)[NH2:16].Cl. Product: [N:18]1[CH:19]=[CH:20][N:21]=[CH:22][C:17]=1[N:15]1[C:8]2[C@@H:9]3[CH2:10][C@@H:11]3[CH2:12][C:7]=2[C:5]([C:4]([OH:3])=[O:14])=[N:16]1. The catalyst class is: 40. (7) Reactant: Br[C:2]1[C:7]2=[N:8][S:9][N:10]=[C:6]2[C:5]([Br:11])=[C:4]([Cl:12])[C:3]=1[Cl:13].[CH2:14]([C:26]1[CH:27]=[C:28]([Sn](C)(C)C)[S:29][CH:30]=1)[CH2:15][CH2:16][CH2:17][CH2:18][CH2:19][CH2:20][CH2:21][CH2:22][CH2:23][CH2:24][CH3:25]. Product: [CH2:14]([C:26]1[CH:27]=[C:28]([C:2]2[C:7]3=[N:8][S:9][N:10]=[C:6]3[C:5]([Br:11])=[C:4]([Cl:12])[C:3]=2[Cl:13])[S:29][CH:30]=1)[CH2:15][CH2:16][CH2:17][CH2:18][CH2:19][CH2:20][CH2:21][CH2:22][CH2:23][CH2:24][CH3:25]. The catalyst class is: 206.